This data is from Forward reaction prediction with 1.9M reactions from USPTO patents (1976-2016). The task is: Predict the product of the given reaction. (1) Given the reactants [C:1](OC(=O)C)(=O)C.Cl.C[O:10][C:11]1[C:16]([NH:17][C:18]2[N:26]=[C:25]3[C:21]([NH:22][C:23](=[O:40])[N:24]3[C@H:27]3[CH2:32][CH2:31][CH2:30][N:29]([C:33](OC(C)(C)C)=[O:34])[CH2:28]3)=[CH:20][N:19]=2)=[CH:15][CH:14]=[CH:13][N:12]=1, predict the reaction product. The product is: [C:33]([N:29]1[CH2:30][CH2:31][CH2:32][C@H:27]([N:24]2[C:23](=[O:40])[NH:22][C:21]3[C:25]2=[N:26][C:18]([NH:17][C:16]2[C:11](=[O:10])[NH:12][CH:13]=[CH:14][CH:15]=2)=[N:19][CH:20]=3)[CH2:28]1)(=[O:34])[CH3:1]. (2) Given the reactants [Br:1][C:2]1[CH:11]=[CH:10][C:9]([N+:12]([O-:14])=[O:13])=[C:8]2[C:3]=1[CH:4]=[CH:5][N:6]=[CH:7]2.[CH3:15]OS(OC)(=O)=O.[BH4-].[Na+], predict the reaction product. The product is: [Br:1][C:2]1[CH:11]=[CH:10][C:9]([N+:12]([O-:14])=[O:13])=[C:8]2[C:3]=1[CH2:4][CH2:5][N:6]([CH3:15])[CH2:7]2. (3) Given the reactants N1C=CC=CC=1.[F:7][C:8]1[C:17]2[C:12](=[CH:13][CH:14]=[C:15]([F:19])[C:16]=2[F:18])[CH:11]=[CH:10][C:9]=1[OH:20].[F:21][C:22]([F:28])([F:27])[S:23](O)(=[O:25])=[O:24], predict the reaction product. The product is: [F:21][C:22]([F:28])([F:27])[S:23]([O:20][C:9]1[CH:10]=[CH:11][C:12]2[C:17](=[C:16]([F:18])[C:15]([F:19])=[CH:14][CH:13]=2)[C:8]=1[F:7])(=[O:25])=[O:24]. (4) Given the reactants [N+:1]([O-:4])([O-])=[O:2].[Bi+3].[N+]([O-])([O-])=O.[N+]([O-])([O-])=O.[F:14][C:15]([F:25])([F:24])[O:16][C:17]1[CH:22]=[CH:21][CH:20]=[CH:19][C:18]=1[OH:23], predict the reaction product. The product is: [N+:1]([C:21]1[CH:20]=[CH:19][C:18]([OH:23])=[C:17]([O:16][C:15]([F:14])([F:25])[F:24])[CH:22]=1)([O-:4])=[O:2]. (5) Given the reactants [S:1]1[CH:5]=[CH:4][N:3]=[C:2]1[NH:6][S:7]([C:10]1[CH:28]=[CH:27][C:13]([C:14]([NH:16][N:17]=[CH:18][C:19]2[CH:24]=[CH:23][C:22]([Cl:25])=[C:21]([Cl:26])[CH:20]=2)=[NH:15])=[CH:12][CH:11]=1)(=[O:9])=[O:8].[BH3-]C#N.[Na+].Cl, predict the reaction product. The product is: [S:1]1[CH:5]=[CH:4][N:3]=[C:2]1[NH:6][S:7]([C:10]1[CH:11]=[CH:12][C:13]([C:14]([NH:16][NH:17][CH2:18][C:19]2[CH:24]=[CH:23][C:22]([Cl:25])=[C:21]([Cl:26])[CH:20]=2)=[NH:15])=[CH:27][CH:28]=1)(=[O:9])=[O:8].